Dataset: NCI-60 drug combinations with 297,098 pairs across 59 cell lines. Task: Regression. Given two drug SMILES strings and cell line genomic features, predict the synergy score measuring deviation from expected non-interaction effect. (1) Drug 1: CCCCCOC(=O)NC1=NC(=O)N(C=C1F)C2C(C(C(O2)C)O)O. Drug 2: C#CCC(CC1=CN=C2C(=N1)C(=NC(=N2)N)N)C3=CC=C(C=C3)C(=O)NC(CCC(=O)O)C(=O)O. Cell line: SW-620. Synergy scores: CSS=40.4, Synergy_ZIP=3.02, Synergy_Bliss=-2.89, Synergy_Loewe=-18.4, Synergy_HSA=-7.76. (2) Drug 1: CCC1=CC2CC(C3=C(CN(C2)C1)C4=CC=CC=C4N3)(C5=C(C=C6C(=C5)C78CCN9C7C(C=CC9)(C(C(C8N6C)(C(=O)OC)O)OC(=O)C)CC)OC)C(=O)OC.C(C(C(=O)O)O)(C(=O)O)O. Drug 2: C1=C(C(=O)NC(=O)N1)N(CCCl)CCCl. Cell line: HCT-15. Synergy scores: CSS=34.3, Synergy_ZIP=-6.77, Synergy_Bliss=-2.48, Synergy_Loewe=-2.54, Synergy_HSA=-0.648. (3) Drug 1: C1=CC(=CC=C1C#N)C(C2=CC=C(C=C2)C#N)N3C=NC=N3. Drug 2: C1CN(CCN1C(=O)CCBr)C(=O)CCBr. Cell line: SW-620. Synergy scores: CSS=12.0, Synergy_ZIP=-3.65, Synergy_Bliss=0.461, Synergy_Loewe=1.73, Synergy_HSA=0.651. (4) Drug 1: C1C(C(OC1N2C=NC(=NC2=O)N)CO)O. Drug 2: CC1C(C(CC(O1)OC2CC(CC3=C2C(=C4C(=C3O)C(=O)C5=CC=CC=C5C4=O)O)(C(=O)C)O)N)O. Cell line: SF-539. Synergy scores: CSS=43.5, Synergy_ZIP=1.49, Synergy_Bliss=1.64, Synergy_Loewe=-15.0, Synergy_HSA=2.14. (5) Drug 1: CN(CCCl)CCCl.Cl. Drug 2: COCCOC1=C(C=C2C(=C1)C(=NC=N2)NC3=CC=CC(=C3)C#C)OCCOC.Cl. Cell line: M14. Synergy scores: CSS=2.52, Synergy_ZIP=1.99, Synergy_Bliss=5.01, Synergy_Loewe=-1.03, Synergy_HSA=-0.692. (6) Drug 2: C(CC(=O)O)C(=O)CN.Cl. Cell line: SF-539. Synergy scores: CSS=14.2, Synergy_ZIP=-5.47, Synergy_Bliss=-0.581, Synergy_Loewe=0.990, Synergy_HSA=2.76. Drug 1: CN1C(=O)N2C=NC(=C2N=N1)C(=O)N.